Predict the product of the given reaction. From a dataset of Forward reaction prediction with 1.9M reactions from USPTO patents (1976-2016). (1) Given the reactants [OH:1][CH2:2][CH2:3][C:4]1[CH:5]=[C:6]([S:10]([N:13]([CH2:22][O:23][CH2:24][CH2:25][Si:26]([CH3:29])([CH3:28])[CH3:27])[CH2:14][O:15][CH2:16][CH2:17][Si:18]([CH3:21])([CH3:20])[CH3:19])(=[O:12])=[O:11])[CH:7]=[CH:8][CH:9]=1.[OH-].[Na+].Br[CH2:33][C:34]1[CH:35]=[C:36]([CH2:40][CH2:41][N:42]2[CH2:46][C@@H:45]([C:47]3[CH:58]=[CH:57][C:50]4[O:51][C:52]([CH3:56])([CH3:55])[O:53][CH2:54][C:49]=4[CH:48]=3)[O:44][C:43]2=[O:59])[CH:37]=[CH:38][CH:39]=1, predict the reaction product. The product is: [CH3:55][C:52]1([CH3:56])[O:51][C:50]2[CH:57]=[CH:58][C:47]([C@H:45]3[O:44][C:43](=[O:59])[N:42]([CH2:41][CH2:40][C:36]4[CH:35]=[C:34]([CH:39]=[CH:38][CH:37]=4)[CH2:33][O:1][CH2:2][CH2:3][C:4]4[CH:5]=[C:6]([S:10]([N:13]([CH2:22][O:23][CH2:24][CH2:25][Si:26]([CH3:28])([CH3:27])[CH3:29])[CH2:14][O:15][CH2:16][CH2:17][Si:18]([CH3:20])([CH3:21])[CH3:19])(=[O:12])=[O:11])[CH:7]=[CH:8][CH:9]=4)[CH2:46]3)=[CH:48][C:49]=2[CH2:54][O:53]1. (2) Given the reactants C[Si](C)(C)CCOC[N:7]1[C:11]2[C:12]3[CH:13]=[CH:14][S:15][C:16]=3[CH2:17][C:10]=2[C:9]([C:18]2[CH:23]=[CH:22][C:21]([NH:24]C(=O)C)=[CH:20][CH:19]=2)=[N:8]1.[ClH:30], predict the reaction product. The product is: [ClH:30].[S:15]1[CH:14]=[CH:13][C:12]2[C:11]3[NH:7][N:8]=[C:9]([C:18]4[CH:23]=[CH:22][C:21]([NH2:24])=[CH:20][CH:19]=4)[C:10]=3[CH2:17][C:16]1=2. (3) Given the reactants Cl.C([O:6][C:7](=[O:20])[CH2:8][N:9]1[C:13]([C:14]([O:16][CH2:17][CH3:18])=[O:15])=[CH:12][C:11]([CH3:19])=[N:10]1)(C)(C)C, predict the reaction product. The product is: [CH2:17]([O:16][C:14]([C:13]1[N:9]([CH2:8][C:7]([OH:20])=[O:6])[N:10]=[C:11]([CH3:19])[CH:12]=1)=[O:15])[CH3:18]. (4) Given the reactants [H-].[Na+].[CH3:3][C:4]1([CH3:16])[C:8]([CH3:10])([CH3:9])[O:7][B:6]([C:11]2[CH:12]=[N:13][NH:14][CH:15]=2)[O:5]1.Cl.Cl[CH2:19][CH2:20][N:21]1[CH2:25][CH2:24][CH2:23][CH2:22]1.O, predict the reaction product. The product is: [N:21]1([CH2:20][CH2:19][N:14]2[CH:15]=[C:11]([B:6]3[O:7][C:8]([CH3:9])([CH3:10])[C:4]([CH3:16])([CH3:3])[O:5]3)[CH:12]=[N:13]2)[CH2:25][CH2:24][CH2:23][CH2:22]1. (5) The product is: [CH:13]([O:12][C:6]1[CH:5]=[C:4]([CH:9]=[CH:8][C:7]=1[CH:10]=[CH2:11])[C:3]([OH:16])=[O:2])([CH3:15])[CH3:14]. Given the reactants C[O:2][C:3](=[O:16])[C:4]1[CH:9]=[CH:8][C:7]([CH:10]=[CH2:11])=[C:6]([O:12][CH:13]([CH3:15])[CH3:14])[CH:5]=1.[OH-].[Na+], predict the reaction product. (6) The product is: [CH2:45]([N:52]1[C:56](=[O:57])[C:55](=[C:58]2[N:62]([CH3:63])[C:61]3[CH:64]=[CH:65][C:66]([O:68][CH2:25][CH2:26][N:27]4[CH2:32][CH2:31][O:30][CH2:29][CH2:28]4)=[CH:67][C:60]=3[S:59]2)[S:54][C:53]1=[N:72][C:73]1[CH:74]=[C:75]([CH:78]=[CH:79][C:80]=1[NH:81][CH2:82][CH3:83])[C:76]#[N:77])[C:46]1[CH:47]=[CH:48][CH:49]=[CH:50][CH:51]=1. Given the reactants C(N1C(=O)C(=C2N(C)C3C(O[CH2:25][CH2:26][N:27]4[CH2:32][CH2:31][O:30][CH2:29][CH2:28]4)=CC=CC=3S2)SC1=NC1C=C(C=CC=1NCC)C#N)C1C=CC=CC=1.[CH2:45]([N:52]1[C:56](=[O:57])[C:55](=[C:58]2[N:62]([CH3:63])[C:61]3[CH:64]=[CH:65][C:66]([O:68]CCO)=[CH:67][C:60]=3[S:59]2)[S:54][C:53]1=[N:72][C:73]1[CH:74]=[C:75]([CH:78]=[CH:79][C:80]=1[NH:81][CH2:82][CH3:83])[C:76]#[N:77])[C:46]1[CH:51]=[CH:50][CH:49]=[CH:48][CH:47]=1, predict the reaction product.